Dataset: Full USPTO retrosynthesis dataset with 1.9M reactions from patents (1976-2016). Task: Predict the reactants needed to synthesize the given product. (1) Given the product [Br:8][CH:40]([C:37]1[N:36]=[C:35]([C:31]2[CH:32]=[CH:33][CH:34]=[C:29]([Cl:28])[CH:30]=2)[O:39][N:38]=1)[CH3:41], predict the reactants needed to synthesize it. The reactants are: C1C(=O)N([Br:8])C(=O)C1.C1(P(C2C=CC=CC=2)C2C=CC=CC=2)C=CC=CC=1.[Cl:28][C:29]1[CH:30]=[C:31]([C:35]2[O:39][N:38]=[C:37]([CH:40](O)[CH3:41])[N:36]=2)[CH:32]=[CH:33][CH:34]=1. (2) Given the product [Cl:33][C:30]1[CH:31]=[CH:32][C:27]([C:24]2[CH:25]=[CH:26][C:21]([CH2:20][C:12]3([S:9]([C:6]4[CH:7]=[CH:8][C:3]([O:2][CH3:1])=[CH:4][CH:5]=4)(=[O:10])=[O:11])[S:16][C:15](=[O:17])[NH:14][C:13]3=[O:18])=[CH:22][CH:23]=2)=[CH:28][CH:29]=1, predict the reactants needed to synthesize it. The reactants are: [CH3:1][O:2][C:3]1[CH:8]=[CH:7][C:6]([S:9]([CH:12]2[S:16][C:15](=[O:17])[NH:14][C:13]2=[O:18])(=[O:11])=[O:10])=[CH:5][CH:4]=1.Br[CH2:20][C:21]1[CH:26]=[CH:25][C:24]([C:27]2[CH:32]=[CH:31][C:30]([Cl:33])=[CH:29][CH:28]=2)=[CH:23][CH:22]=1.C(OCC)C. (3) Given the product [Br:11][C:12]1[CH:17]=[C:16]([C:18]2[S:22][C:21]([NH:8][C:4]3[CH:3]=[C:2]([Cl:1])[CH:7]=[CH:6][N:5]=3)=[N:20][CH:19]=2)[CH:15]=[N:14][CH:13]=1, predict the reactants needed to synthesize it. The reactants are: [Cl:1][C:2]1[CH:7]=[CH:6][N:5]=[C:4]([NH2:8])[CH:3]=1.[H-].[Na+].[Br:11][C:12]1[CH:13]=[N:14][CH:15]=[C:16]([C:18]2[S:22][C:21](Cl)=[N:20][CH:19]=2)[CH:17]=1. (4) Given the product [F:32][C:29]1[CH:30]=[CH:31][C:26]([O:25][CH2:24][C:22]2[CH:23]=[C:18]([C:14]3[CH:13]=[C:12]4[C:17](=[N:16][CH:15]=3)[NH:8][CH2:9][CH2:10][CH2:11]4)[CH:19]=[N:20][CH:21]=2)=[CH:27][CH:28]=1, predict the reactants needed to synthesize it. The reactants are: C(OC([N:8]1[C:17]2[C:12](=[CH:13][C:14]([C:18]3[CH:19]=[N:20][CH:21]=[C:22]([CH2:24][O:25][C:26]4[CH:31]=[CH:30][C:29]([F:32])=[CH:28][CH:27]=4)[CH:23]=3)=[CH:15][N:16]=2)[CH2:11][CH2:10][CH2:9]1)=O)(C)(C)C.FC(F)(F)C(O)=O.